Task: Predict which catalyst facilitates the given reaction.. Dataset: Catalyst prediction with 721,799 reactions and 888 catalyst types from USPTO (1) Reactant: Br[C:2]1[C:3]([CH3:10])=[N:4][C:5]([O:8][CH3:9])=[CH:6][CH:7]=1.[B:11]1([B:11]2[O:15][C:14]([CH3:17])([CH3:16])[C:13]([CH3:19])([CH3:18])[O:12]2)[O:15][C:14]([CH3:17])([CH3:16])[C:13]([CH3:19])([CH3:18])[O:12]1.C([O-])(=O)C.[K+].CS(C)=O. Product: [CH3:9][O:8][C:5]1[N:4]=[C:3]([CH3:10])[C:2]([B:11]2[O:15][C:14]([CH3:17])([CH3:16])[C:13]([CH3:19])([CH3:18])[O:12]2)=[CH:7][CH:6]=1. The catalyst class is: 38. (2) Reactant: [OH:1][N:2]=[C:3]([C:32]1[CH:37]=[CH:36][CH:35]=[CH:34][CH:33]=1)[C:4]1[CH:31]=[CH:30][C:7]2[N:8]([CH2:12][CH2:13][O:14][C:15]3[CH:29]=[CH:28][C:18]([O:19][C:20]([CH3:27])([CH3:26])[C:21]([O:23]CC)=[O:22])=[CH:17][CH:16]=3)[C:9](=[O:11])[S:10][C:6]=2[CH:5]=1.[OH-].[K+].Cl. Product: [OH:1][N:2]=[C:3]([C:32]1[CH:37]=[CH:36][CH:35]=[CH:34][CH:33]=1)[C:4]1[CH:31]=[CH:30][C:7]2[N:8]([CH2:12][CH2:13][O:14][C:15]3[CH:29]=[CH:28][C:18]([O:19][C:20]([CH3:27])([CH3:26])[C:21]([OH:23])=[O:22])=[CH:17][CH:16]=3)[C:9](=[O:11])[S:10][C:6]=2[CH:5]=1. The catalyst class is: 8. (3) Reactant: [CH2:1]([O:8][C:9]1[CH:24]=[C:23]([C:25]([N:27]2[CH2:32][CH2:31][N:30]([CH3:33])[CH2:29][CH2:28]2)=[O:26])[C:22]([Cl:34])=[CH:21][C:10]=1[C:11]([O:13]CC1C=CC=CC=1)=[O:12])[C:2]1[CH:7]=[CH:6][CH:5]=[CH:4][CH:3]=1.[OH-].[Li+].O.Cl. Product: [CH2:1]([O:8][C:9]1[CH:24]=[C:23]([C:25]([N:27]2[CH2:28][CH2:29][N:30]([CH3:33])[CH2:31][CH2:32]2)=[O:26])[C:22]([Cl:34])=[CH:21][C:10]=1[C:11]([OH:13])=[O:12])[C:2]1[CH:7]=[CH:6][CH:5]=[CH:4][CH:3]=1. The catalyst class is: 7. (4) Reactant: [F:1][C:2]1[CH:3]=[C:4]([NH2:9])[C:5]([NH2:8])=[CH:6][CH:7]=1.[F:10][CH:11]([F:15])[C:12](O)=O.O.[OH-].[Na+]. Product: [F:10][CH:11]([F:15])[C:12]1[NH:8][C:5]2[CH:6]=[CH:7][C:2]([F:1])=[CH:3][C:4]=2[N:9]=1. The catalyst class is: 13. (5) Reactant: [F-].C([N+](CCCC)(CCCC)CCCC)CCC.[Si]([O:26][CH2:27][C:28]1([CH2:32][N:33]2[C:37]3[N:38]=[CH:39][N:40]=[CH:41][C:36]=3[C:35]([C:42]([C:44]3[CH:49]=[CH:48][N:47]=[C:46]([NH:50][C:51](=[O:60])[CH2:52][C:53]4[CH:58]=[CH:57][C:56]([Cl:59])=[CH:55][CH:54]=4)[CH:45]=3)=[O:43])=[CH:34]2)[CH2:31][O:30][CH2:29]1)(C(C)(C)C)(C)C.O. Product: [Cl:59][C:56]1[CH:57]=[CH:58][C:53]([CH2:52][C:51]([NH:50][C:46]2[CH:45]=[C:44]([C:42]([C:35]3[C:36]4[CH:41]=[N:40][CH:39]=[N:38][C:37]=4[N:33]([CH2:32][C:28]4([CH2:27][OH:26])[CH2:31][O:30][CH2:29]4)[CH:34]=3)=[O:43])[CH:49]=[CH:48][N:47]=2)=[O:60])=[CH:54][CH:55]=1. The catalyst class is: 1. (6) Reactant: CON(C)C(C1OC(C2C=CC(C(F)(F)F)=CC=2)=NC=1C)=O.[CH3:23][C:24]1[N:25]=[C:26]([C:33]2[CH:38]=[CH:37][C:36]([C:39]([F:42])([F:41])[F:40])=[CH:35][CH:34]=2)[O:27][C:28]=1[C:29](=[O:32])[CH2:30][CH3:31].C([Mg]Br)C.CCOCC. Product: [CH3:23][C:24]1[N:25]=[C:26]([C:33]2[CH:38]=[CH:37][C:36]([C:39]([F:42])([F:40])[F:41])=[CH:35][CH:34]=2)[O:27][C:28]=1[C:29](=[O:32])[CH2:30][CH3:31]. The catalyst class is: 627.